Dataset: Forward reaction prediction with 1.9M reactions from USPTO patents (1976-2016). Task: Predict the product of the given reaction. (1) Given the reactants [Cl:1][C:2]1[CH:3]=[C:4]([NH:9][CH2:10][C:11]2[CH:16]=[CH:15][C:14]([C:17]([F:20])([F:19])[F:18])=[CH:13][C:12]=2[C:21]2[CH:22]=[CH:23][C:24]([C:27]([NH:29][CH2:30][CH2:31][C:32]([O:34]CC)=[O:33])=[O:28])=[N:25][CH:26]=2)[CH:5]=[CH:6][C:7]=1I.[F:37][C:38]1[CH:43]=[CH:42][C:41](B(O)O)=[CH:40][C:39]=1[C:47]([F:50])([F:49])[F:48].C([O-])([O-])=O.[K+].[K+].O, predict the reaction product. The product is: [Cl:1][C:2]1[CH:3]=[C:4]([NH:9][CH2:10][C:11]2[CH:16]=[CH:15][C:14]([C:17]([F:20])([F:18])[F:19])=[CH:13][C:12]=2[C:21]2[CH:22]=[CH:23][C:24]([C:27]([NH:29][CH2:30][CH2:31][C:32]([OH:34])=[O:33])=[O:28])=[N:25][CH:26]=2)[CH:5]=[CH:6][C:7]=1[C:41]1[CH:42]=[CH:43][C:38]([F:37])=[C:39]([C:47]([F:50])([F:49])[F:48])[CH:40]=1. (2) Given the reactants C([O:3][C:4]([C@@H:6]1[CH2:11][C@:10]2([CH2:12][O:13][CH:14]3[CH2:19][CH2:18][CH2:17][CH2:16][O:15]3)[C@@H:8]([CH2:9]2)[N:7]1[C:20]([O:22][C:23]([CH3:26])([CH3:25])[CH3:24])=[O:21])=[O:5])C.[OH-].[K+], predict the reaction product. The product is: [C:23]([O:22][C:20]([N:7]1[C@H:6]([C:4]([OH:5])=[O:3])[CH2:11][C@:10]2([CH2:12][O:13][CH:14]3[CH2:19][CH2:18][CH2:17][CH2:16][O:15]3)[C@H:8]1[CH2:9]2)=[O:21])([CH3:26])([CH3:24])[CH3:25]. (3) Given the reactants [F:1][C:2]1[CH:3]=[N:4][CH:5]=[C:6]([F:22])[C:7]=1[C:8]1[C:9]([C:16]2[CH:17]=[N:18][CH:19]=[CH:20][CH:21]=2)=[N:10][C:11]([NH2:15])=[C:12]([NH2:14])[CH:13]=1.C(N(CC)CC)C.C1C[O:33][CH2:32]C1, predict the reaction product. The product is: [F:1][C:2]1[CH:3]=[N:4][CH:5]=[C:6]([F:22])[C:7]=1[C:8]1[CH:13]=[C:12]2[NH:14][C:32](=[O:33])[NH:15][C:11]2=[N:10][C:9]=1[C:16]1[CH:17]=[N:18][CH:19]=[CH:20][CH:21]=1. (4) Given the reactants Cl[C:2]1[N:7]=[CH:6][N:5]=[C:4]([NH2:8])[C:3]=1[C:9]1[O:10][C:11]([CH3:14])=[CH:12][N:13]=1.[NH2:15][C@H:16]([C:19]1[N:28]([CH:29]2[CH2:31][CH2:30]2)[C:27](=[O:32])[C:26]2[C:21](=[CH:22][CH:23]=[CH:24][C:25]=2[Cl:33])[N:20]=1)[CH2:17][CH3:18].CCN(C(C)C)C(C)C, predict the reaction product. The product is: [NH2:8][C:4]1[N:5]=[CH:6][N:7]=[C:2]([NH:15][C@H:16]([C:19]2[N:28]([CH:29]3[CH2:30][CH2:31]3)[C:27](=[O:32])[C:26]3[C:21](=[CH:22][CH:23]=[CH:24][C:25]=3[Cl:33])[N:20]=2)[CH2:17][CH3:18])[C:3]=1[C:9]1[O:10][C:11]([CH3:14])=[CH:12][N:13]=1.